From a dataset of Catalyst prediction with 721,799 reactions and 888 catalyst types from USPTO. Predict which catalyst facilitates the given reaction. Reactant: [S:1]([NH2:5])([NH2:4])(=[O:3])=[O:2].[H-].[Na+].Br[CH2:9][CH2:10][CH2:11][O:12][CH2:13][C:14]1[CH:19]=[CH:18][CH:17]=[CH:16][CH:15]=1.Cl. The catalyst class is: 3. Product: [CH2:13]([O:12][CH2:11][CH2:10][CH2:9][NH:4][S:1]([NH2:5])(=[O:3])=[O:2])[C:14]1[CH:19]=[CH:18][CH:17]=[CH:16][CH:15]=1.